From a dataset of Full USPTO retrosynthesis dataset with 1.9M reactions from patents (1976-2016). Predict the reactants needed to synthesize the given product. (1) Given the product [Cl:1][C:2]1[N:11]=[C:10]([N:20]2[CH2:21][CH2:22][C@H:18]([NH:17][C:14](=[O:16])[CH3:15])[CH2:19]2)[C:9]2[C:4](=[CH:5][C:6]([Cl:13])=[CH:7][CH:8]=2)[N:3]=1, predict the reactants needed to synthesize it. The reactants are: [Cl:1][C:2]1[N:11]=[C:10](Cl)[C:9]2[C:4](=[CH:5][C:6]([Cl:13])=[CH:7][CH:8]=2)[N:3]=1.[C:14]([NH:17][C@H:18]1[CH2:22][CH2:21][NH:20][CH2:19]1)(=[O:16])[CH3:15]. (2) Given the product [C:8]1([NH:18][C:5](=[O:7])[CH3:6])[C:17]2[CH2:16][CH2:15][CH2:14][CH2:13][C:12]=2[CH:11]=[CH:10][CH:9]=1, predict the reactants needed to synthesize it. The reactants are: C(O[C:5](=[O:7])[CH3:6])(=O)C.[C:8]1([NH2:18])[C:17]2[CH2:16][CH2:15][CH2:14][CH2:13][C:12]=2[CH:11]=[CH:10][CH:9]=1. (3) Given the product [CH3:6][NH:8][CH2:10][C:11]1[CH:12]=[C:13]([NH:17][C:18](=[O:40])[CH2:19][N:20]2[CH:24]=[C:23]([O:25][C:26]3[C:35]4[C:30](=[CH:31][C:32]([O:38][CH3:39])=[C:33]([O:36][CH3:37])[CH:34]=4)[N:29]=[CH:28][N:27]=3)[CH:22]=[N:21]2)[CH:14]=[CH:15][CH:16]=1, predict the reactants needed to synthesize it. The reactants are: C(O[C:6]([N:8]([CH2:10][C:11]1[CH:12]=[C:13]([NH:17][C:18](=[O:40])[CH2:19][N:20]2[CH:24]=[C:23]([O:25][C:26]3[C:35]4[C:30](=[CH:31][C:32]([O:38][CH3:39])=[C:33]([O:36][CH3:37])[CH:34]=4)[N:29]=[CH:28][N:27]=3)[CH:22]=[N:21]2)[CH:14]=[CH:15][CH:16]=1)C)=O)(C)(C)C.FC(F)(F)C(O)=O.